From a dataset of Cav3 T-type calcium channel HTS with 100,875 compounds. Binary Classification. Given a drug SMILES string, predict its activity (active/inactive) in a high-throughput screening assay against a specified biological target. (1) The drug is S(=O)(=O)(Nc1cc2ncn(C3CCCCC3)c2cc1)CCCC. The result is 0 (inactive). (2) The compound is Clc1cc(S(=O)(=O)NC2CCCCC2)ccc1OCC(=O)NCc1cc2OCOc2cc1. The result is 0 (inactive).